From a dataset of Forward reaction prediction with 1.9M reactions from USPTO patents (1976-2016). Predict the product of the given reaction. (1) Given the reactants O.[OH-].[Li+].O.[CH3:5][C:6]1[CH:15]=[C:14]([N:16]2[C:20]3=[N:21][CH:22]=[CH:23][CH:24]=[C:19]3[C:18]([C:25]([O:27]C)=[O:26])=[CH:17]2)[C:13]2[C:8](=[CH:9][CH:10]=[CH:11][CH:12]=2)[N:7]=1, predict the reaction product. The product is: [CH3:5][C:6]1[CH:15]=[C:14]([N:16]2[C:20]3=[N:21][CH:22]=[CH:23][CH:24]=[C:19]3[C:18]([C:25]([OH:27])=[O:26])=[CH:17]2)[C:13]2[C:8](=[CH:9][CH:10]=[CH:11][CH:12]=2)[N:7]=1. (2) Given the reactants C(P(C(C)(C)C)C(C)(C)C)(C)(C)C.[CH3:14][N:15]([CH3:19])[CH2:16][C:17]#[CH:18].C(NC(C)C)(C)C.Br[C:28]1[CH:33]=[CH:32][C:31]([N+:34]([O-:36])=[O:35])=[CH:30][CH:29]=1, predict the reaction product. The product is: [CH3:14][N:15]([CH3:19])[CH2:16][C:17]#[C:18][C:28]1[CH:33]=[CH:32][C:31]([N+:34]([O-:36])=[O:35])=[CH:30][CH:29]=1. (3) Given the reactants [C:1]([NH:5][C:6](=[O:35])[C:7]1[CH:12]=[CH:11][CH:10]=[C:9]([O:13][C:14]2[CH:19]=[CH:18][C:17]([NH:20][C:21]3[C:31]4[CH:30]=[C:29]([CH:32]=O)[CH2:28][CH2:27][NH:26][C:25]=4[N:24]=[CH:23][N:22]=3)=[CH:16][C:15]=2[Cl:34])[CH:8]=1)([CH3:4])([CH3:3])[CH3:2].[ClH:36].[CH3:37][O:38][CH2:39][C:40]([NH2:43])([CH3:42])[CH3:41].C(O[BH-](OC(=O)C)OC(=O)C)(=O)C.[Na+].Cl.C(OCC)(=O)C, predict the reaction product. The product is: [ClH:34].[ClH:36].[C:1]([NH:5][C:6](=[O:35])[C:7]1[CH:12]=[CH:11][CH:10]=[C:9]([O:13][C:14]2[CH:19]=[CH:18][C:17]([NH:20][C:21]3[C:31]4[CH:30]=[C:29]([CH2:32][NH:43][C:40]([CH3:42])([CH3:41])[CH2:39][O:38][CH3:37])[CH2:28][CH2:27][NH:26][C:25]=4[N:24]=[CH:23][N:22]=3)=[CH:16][C:15]=2[Cl:34])[CH:8]=1)([CH3:4])([CH3:2])[CH3:3]. (4) The product is: [F:1][C:2]1([F:20])[CH2:19][CH2:18][C:5]2([CH:7]([C:8]([OH:10])=[O:9])[CH2:6]2)[CH2:4][CH2:3]1. Given the reactants [F:1][C:2]1([F:20])[CH2:19][CH2:18][C:5]2([CH:7]([C:8]([O:10]CC3C=CC=CN=3)=[O:9])[CH2:6]2)[CH2:4][CH2:3]1.[OH-].[Na+], predict the reaction product. (5) Given the reactants COC1C=CC([C@@H]([N:11]2[C@H:24]3[C@H:15]([CH2:16][CH2:17][C:18]4[C:23]3=[N:22][CH:21]=[CH:20][CH:19]=4)[CH2:14][CH2:13][CH2:12]2)C)=CC=1.FC(F)(F)C(O)=O, predict the reaction product. The product is: [NH:22]1[C@H:23]2[C@H:18]([CH2:17][CH2:16][C:15]3[C:24]2=[N:11][CH:12]=[CH:13][CH:14]=3)[CH2:19][CH2:20][CH2:21]1. (6) Given the reactants [CH3:1][S:2]([C:5]1[CH:6]=[C:7]([CH:11]=[CH:12][CH:13]=1)[C:8]([OH:10])=O)(=[O:4])=[O:3].C(N1C=CN=C1)(N1C=CN=C1)=O.[CH2:26]([N:33]([CH2:47][C:48]([NH:50][NH2:51])=[O:49])[S:34]([C:37]1[CH:42]=[CH:41][CH:40]=[CH:39][C:38]=1[C:43]([F:46])([F:45])[F:44])(=[O:36])=[O:35])[C:27]1[CH:32]=[CH:31][CH:30]=[CH:29][CH:28]=1, predict the reaction product. The product is: [CH2:26]([N:33]([CH2:47][C:48]([NH:50][NH:51][C:8](=[O:10])[C:7]1[CH:11]=[CH:12][CH:13]=[C:5]([S:2]([CH3:1])(=[O:3])=[O:4])[CH:6]=1)=[O:49])[S:34]([C:37]1[CH:42]=[CH:41][CH:40]=[CH:39][C:38]=1[C:43]([F:44])([F:45])[F:46])(=[O:36])=[O:35])[C:27]1[CH:28]=[CH:29][CH:30]=[CH:31][CH:32]=1. (7) Given the reactants [CH2:1]([O:8][C:9]([N:11]1[CH:15]([C:16](=[O:35])[NH:17][C:18]2[S:19][CH:20]=[C:21]([C:23]3[CH:28]=[CH:27][C:26]([C:29](=[O:34])[NH:30][CH:31]4[CH2:33][CH2:32]4)=[CH:25][CH:24]=3)[N:22]=2)[CH2:14][S:13][CH:12]1[CH2:36][CH2:37][CH2:38][CH2:39][C:40]([OH:42])=O)=[O:10])[C:2]1[CH:7]=[CH:6][CH:5]=[CH:4][CH:3]=1.[NH:43]1[CH2:48][CH2:47][O:46][CH2:45][CH2:44]1, predict the reaction product. The product is: [CH2:1]([O:8][C:9]([N:11]1[CH:15]([C:16](=[O:35])[NH:17][C:18]2[S:19][CH:20]=[C:21]([C:23]3[CH:24]=[CH:25][C:26]([C:29](=[O:34])[NH:30][CH:31]4[CH2:32][CH2:33]4)=[CH:27][CH:28]=3)[N:22]=2)[CH2:14][S:13][CH:12]1[CH2:36][CH2:37][CH2:38][CH2:39][C:40]([N:43]1[CH2:48][CH2:47][O:46][CH2:45][CH2:44]1)=[O:42])=[O:10])[C:2]1[CH:7]=[CH:6][CH:5]=[CH:4][CH:3]=1.